From a dataset of NCI-60 drug combinations with 297,098 pairs across 59 cell lines. Regression. Given two drug SMILES strings and cell line genomic features, predict the synergy score measuring deviation from expected non-interaction effect. (1) Drug 1: C1=CN(C(=O)N=C1N)C2C(C(C(O2)CO)O)O.Cl. Drug 2: CC=C1C(=O)NC(C(=O)OC2CC(=O)NC(C(=O)NC(CSSCCC=C2)C(=O)N1)C(C)C)C(C)C. Cell line: SR. Synergy scores: CSS=83.7, Synergy_ZIP=1.23, Synergy_Bliss=1.84, Synergy_Loewe=-11.0, Synergy_HSA=1.92. (2) Drug 1: CCN(CC)CCNC(=O)C1=C(NC(=C1C)C=C2C3=C(C=CC(=C3)F)NC2=O)C. Drug 2: CC1C(C(CC(O1)OC2CC(CC3=C2C(=C4C(=C3O)C(=O)C5=CC=CC=C5C4=O)O)(C(=O)C)O)N)O. Cell line: UACC62. Synergy scores: CSS=59.9, Synergy_ZIP=-2.69, Synergy_Bliss=-1.36, Synergy_Loewe=-32.7, Synergy_HSA=0.575. (3) Drug 1: CC1=C(N=C(N=C1N)C(CC(=O)N)NCC(C(=O)N)N)C(=O)NC(C(C2=CN=CN2)OC3C(C(C(C(O3)CO)O)O)OC4C(C(C(C(O4)CO)O)OC(=O)N)O)C(=O)NC(C)C(C(C)C(=O)NC(C(C)O)C(=O)NCCC5=NC(=CS5)C6=NC(=CS6)C(=O)NCCC[S+](C)C)O. Drug 2: C1CN(CCN1C(=O)CCBr)C(=O)CCBr. Cell line: MDA-MB-231. Synergy scores: CSS=21.8, Synergy_ZIP=-9.78, Synergy_Bliss=-2.43, Synergy_Loewe=0.779, Synergy_HSA=1.72.